This data is from Full USPTO retrosynthesis dataset with 1.9M reactions from patents (1976-2016). The task is: Predict the reactants needed to synthesize the given product. (1) Given the product [CH3:30][CH2:29][CH2:28][CH:27]([NH:26][C:2]1[NH:7][CH:6]([CH3:8])[N:5]=[C:4]2[N:9]([C:17]3[C:22]([CH3:23])=[CH:21][C:20]([CH3:24])=[CH:19][C:18]=3[CH3:25])[C:10]([CH3:16])=[C:11]([C:12](=[O:15])[CH2:13][Cl:14])[C:3]=12)[CH2:31][CH2:32][CH3:33], predict the reactants needed to synthesize it. The reactants are: Cl[C:2]1[NH:7][CH:6]([CH3:8])[N:5]=[C:4]2[N:9]([C:17]3[C:22]([CH3:23])=[CH:21][C:20]([CH3:24])=[CH:19][C:18]=3[CH3:25])[C:10]([CH3:16])=[C:11]([C:12](=[O:15])[CH2:13][Cl:14])[C:3]=12.[NH2:26][CH:27]([CH2:31][CH2:32][CH3:33])[CH2:28][CH2:29][CH3:30].C(N(CC)CC)C. (2) Given the product [Cl:12][C:7]1[CH:6]=[CH:5][C:4]([N+:1]([O-:3])=[O:2])=[CH:9][N:8]=1, predict the reactants needed to synthesize it. The reactants are: [N+:1]([C:4]1[CH:5]=[CH:6][C:7](O)=[N:8][CH:9]=1)([O-:3])=[O:2].P(Cl)(Cl)(Cl)(Cl)[Cl:12]. (3) Given the product [F:1][C:2]1[CH:7]=[CH:6][C:5]([CH2:8][C:9]2[CH:18]=[C:17]3[C:12]([C:13]([OH:34])=[C:14]([C:29]([NH:35][C@@H:36]([CH3:45])[CH2:37][C:38]([O:40][C:41]([CH3:44])([CH3:43])[CH3:42])=[O:39])=[O:30])[C:15](=[O:28])[N:16]3[CH2:19][CH2:20][N:21]3[CH2:26][CH2:25][CH2:24][CH2:23][C:22]3=[O:27])=[N:11][CH:10]=2)=[CH:4][CH:3]=1, predict the reactants needed to synthesize it. The reactants are: [F:1][C:2]1[CH:7]=[CH:6][C:5]([CH2:8][C:9]2[CH:18]=[C:17]3[C:12]([C:13]([OH:34])=[C:14]([C:29](OCC)=[O:30])[C:15](=[O:28])[N:16]3[CH2:19][CH2:20][N:21]3[CH2:26][CH2:25][CH2:24][CH2:23][C:22]3=[O:27])=[N:11][CH:10]=2)=[CH:4][CH:3]=1.[NH2:35][C@@H:36]([CH3:45])[CH2:37][C:38]([O:40][C:41]([CH3:44])([CH3:43])[CH3:42])=[O:39].